This data is from Catalyst prediction with 721,799 reactions and 888 catalyst types from USPTO. The task is: Predict which catalyst facilitates the given reaction. (1) Reactant: [CH3:1][O:2][C:3](=[O:26])/[CH:4]=[CH:5]/[C:6]1[CH:11]=[CH:10][C:9]([CH2:12][NH:13][CH2:14][CH2:15][C:16]2[C:24]3[C:19](=[CH:20][CH:21]=[CH:22][CH:23]=3)[NH:18][C:17]=2[CH3:25])=[CH:8][CH:7]=1.[ClH:27].O1CCOCC1.C(OCC)C. Product: [ClH:27].[CH3:1][O:2][C:3](=[O:26])/[CH:4]=[CH:5]/[C:6]1[CH:11]=[CH:10][C:9]([CH2:12][NH:13][CH2:14][CH2:15][C:16]2[C:24]3[C:19](=[CH:20][CH:21]=[CH:22][CH:23]=3)[NH:18][C:17]=2[CH3:25])=[CH:8][CH:7]=1. The catalyst class is: 5. (2) Reactant: [C:1](OC(=O)C)(=[O:3])[CH3:2].[NH2:8][CH2:9][C@@H:10]1[O:14][C:13](=[O:15])[N:12]([C:16]2[CH:27]=[CH:26][C:19]3[N:20]([CH3:25])[C:21](=[O:24])[O:22][CH2:23][C:18]=3[CH:17]=2)[CH2:11]1.N1C=CC=CC=1. Product: [CH3:25][N:20]1[C:19]2[CH:26]=[CH:27][C:16]([N:12]3[CH2:11][C@H:10]([CH2:9][NH:8][C:1](=[O:3])[CH3:2])[O:14][C:13]3=[O:15])=[CH:17][C:18]=2[CH2:23][O:22][C:21]1=[O:24]. The catalyst class is: 4.